Task: Predict hERG channel inhibition at various concentrations.. Dataset: hERG Central: cardiac toxicity at 1µM, 10µM, and general inhibition (1) The drug is C[C@@H](C(=O)NC1CCN(Cc2ccccc2)CC1)N1C(=O)N2CCc3c([nH]c4ccccc34)[C@@]2(C)C1=O. Results: hERG_inhib (hERG inhibition (general)): blocker. (2) The compound is CCCc1cc(=O)oc2cc(OCC(=O)NC3CCN(Cc4ccccc4)CC3)ccc12. Results: hERG_inhib (hERG inhibition (general)): blocker. (3) The drug is O=C(NCCc1ccccc1)c1ccc(CS(=O)Cc2ccc(Cl)cc2)o1. Results: hERG_inhib (hERG inhibition (general)): blocker.